From a dataset of Full USPTO retrosynthesis dataset with 1.9M reactions from patents (1976-2016). Predict the reactants needed to synthesize the given product. (1) The reactants are: CS(C)=O.C(Cl)(=O)C([Cl:8])=O.[N:11]1([CH2:20][C:21]2[CH:26]=[CH:25][C:24]([CH2:27][OH:28])=[CH:23][CH:22]=2)[C:19]2[C:14](=[CH:15][CH:16]=[CH:17][CH:18]=2)[CH2:13][CH2:12]1.C(N(CC)CC)C. Given the product [Cl:8][C:16]1[CH:15]=[C:14]2[C:19](=[CH:18][CH:17]=1)[N:11]([CH2:20][C:21]1[CH:22]=[CH:23][C:24]([CH:27]=[O:28])=[CH:25][CH:26]=1)[CH2:12][CH2:13]2, predict the reactants needed to synthesize it. (2) Given the product [F:1][C:2]1[CH:7]=[C:6]([I:8])[CH:5]=[CH:4][C:3]=1[NH:9][C:14]1[N:15]([CH3:32])[C:16](=[O:31])[C:17]([CH3:30])=[C:18]2[C:13]=1[C:12](=[O:33])[N:11]([CH2:34][C:35]1[CH:36]=[CH:37][C:38]([O:41][CH3:42])=[CH:39][CH:40]=1)[C:10](=[O:43])[N:19]2[C:20]1[CH:21]=[C:22]([CH:27]=[CH:28][CH:29]=1)[C:23]([O:25][CH3:26])=[O:24], predict the reactants needed to synthesize it. The reactants are: [F:1][C:2]1[CH:7]=[C:6]([I:8])[CH:5]=[CH:4][C:3]=1[N:9]1[C:14]2[N:15]([CH3:32])[C:16](=[O:31])[C:17]([CH3:30])=[C:18]([NH:19][C:20]3[CH:21]=[C:22]([CH:27]=[CH:28][CH:29]=3)[C:23]([O:25][CH3:26])=[O:24])[C:13]=2[C:12](=[O:33])[N:11]([CH2:34][C:35]2[CH:40]=[CH:39][C:38]([O:41][CH3:42])=[CH:37][CH:36]=2)[C:10]1=[O:43].C([O-])([O-])=O.[K+].[K+]. (3) Given the product [Br:25][C:8]1[C:3]([O:2][CH3:1])=[N:4][CH:5]=[N:6][C:7]=1[O:9][CH3:10], predict the reactants needed to synthesize it. The reactants are: [CH3:1][O:2][C:3]1[CH:8]=[C:7]([O:9][CH3:10])[N:6]=[CH:5][N:4]=1.CC(OC(C)=O)=O.C1C(=O)N([Br:25])C(=O)C1.O. (4) Given the product [F:1][C:2]1[CH:3]=[C:4]([C@@H:9]2[CH2:10][CH2:11][CH2:12][C:13](=[O:15])[N:14]2[C:16]([O:18][C:19]([CH3:22])([CH3:21])[CH3:20])=[O:17])[CH:5]=[C:6]([F:8])[CH:7]=1, predict the reactants needed to synthesize it. The reactants are: [F:1][C:2]1[CH:3]=[C:4]([C@H:9]2[NH:14][C:13](=[O:15])[CH2:12][CH2:11][CH2:10]2)[CH:5]=[C:6]([F:8])[CH:7]=1.[C:16](O[C:16]([O:18][C:19]([CH3:22])([CH3:21])[CH3:20])=[O:17])([O:18][C:19]([CH3:22])([CH3:21])[CH3:20])=[O:17]. (5) Given the product [CH3:37][O:36][C:34]([C:33]1[CH:32]=[CH:31][C:30]([C:2]2[CH:3]=[CH:4][C:5]([CH:8]([C:20]3[CH:25]=[CH:24][CH:23]=[CH:22][C:21]=3[CH3:26])[CH2:9][C:10]([C:12]3[CH:13]=[CH:14][C:15](=[O:19])[N:16]([CH3:18])[CH:17]=3)=[O:11])=[CH:6][CH:7]=2)=[CH:29][C:28]=1[F:27])=[O:35], predict the reactants needed to synthesize it. The reactants are: Br[C:2]1[CH:7]=[CH:6][C:5]([CH:8]([C:20]2[CH:25]=[CH:24][CH:23]=[CH:22][C:21]=2[CH3:26])[CH2:9][C:10]([C:12]2[CH:13]=[CH:14][C:15](=[O:19])[N:16]([CH3:18])[CH:17]=2)=[O:11])=[CH:4][CH:3]=1.[F:27][C:28]1[CH:29]=[C:30](B(O)O)[CH:31]=[CH:32][C:33]=1[C:34]([O:36][CH3:37])=[O:35].O.C(=O)([O-])[O-].[Na+].[Na+].